Dataset: Full USPTO retrosynthesis dataset with 1.9M reactions from patents (1976-2016). Task: Predict the reactants needed to synthesize the given product. (1) The reactants are: [OH:1][CH2:2][C:3]([C@H:5]([C@@H:7]([C@H:9]([CH2:11][OH:12])[OH:10])[OH:8])[OH:6])=[O:4].C([O-])([O-])=O.[Ca+2]. Given the product [OH:6][C:5]1[C@@H:7]([C@@H:9]([OH:10])[CH2:11][OH:12])[O:8][C:2](=[O:1])[C:3]=1[OH:4], predict the reactants needed to synthesize it. (2) Given the product [Cl:1][C:2]1[CH:3]=[CH:4][C:5]([NH:8][C:9]([C:11]2[CH:12]=[C:13]([CH:14]=[CH:15][C:16]=2[NH:17][C:18]([C:20]2[CH:25]=[CH:24][C:23]([C:26]#[N:27])=[CH:22][CH:21]=2)=[O:19])[O:28][CH2:36][C:37]([O:39][CH2:40][CH3:41])=[O:38])=[O:10])=[N:6][CH:7]=1, predict the reactants needed to synthesize it. The reactants are: [Cl:1][C:2]1[CH:3]=[CH:4][C:5]([NH:8][C:9]([C:11]2[C:16]([NH:17][C:18]([C:20]3[CH:25]=[CH:24][C:23]([C:26]#[N:27])=[CH:22][CH:21]=3)=[O:19])=[CH:15][CH:14]=[C:13]([OH:28])[CH:12]=2)=[O:10])=[N:6][CH:7]=1.C([O-])([O-])=O.[Cs+].[Cs+].Br[CH2:36][C:37]([O:39][CH2:40][CH3:41])=[O:38]. (3) Given the product [N+:12]([C:10]1[C:4]2[S:3][C:2]([CH3:1])=[N:6][C:5]=2[CH:7]=[CH:8][C:9]=1[CH3:11])([O-:14])=[O:13], predict the reactants needed to synthesize it. The reactants are: [CH3:1][C:2]1[S:3][C:4]2[CH:10]=[C:9]([CH3:11])[CH:8]=[CH:7][C:5]=2[N:6]=1.[N+:12]([O-])([OH:14])=[O:13]. (4) Given the product [Cl:1][C:2]1[C:3]([CH:9]2[CH2:11][CH:10]2[C:12]([OH:14])=[O:13])=[N:4][CH:5]=[C:6]([Cl:8])[CH:7]=1, predict the reactants needed to synthesize it. The reactants are: [Cl:1][C:2]1[C:3]([CH:9]2[CH2:11][CH:10]2[C:12]([O:14]CC)=[O:13])=[N:4][CH:5]=[C:6]([Cl:8])[CH:7]=1.[OH-].[Na+]. (5) Given the product [ClH:30].[F:28][C:2]([F:1])([F:29])[S:3]([NH:6][C:7]1[CH:12]=[CH:11][C:10]([CH2:13][N:14]2[C:24](=[O:25])[C:23]3[N:26]4[C:16](=[CH:17][N:18]=[C:19]4[CH:20]=[CH:21][CH:22]=3)[C:15]2=[O:27])=[CH:9][CH:8]=1)(=[O:4])=[O:5], predict the reactants needed to synthesize it. The reactants are: [F:1][C:2]([F:29])([F:28])[S:3]([NH:6][C:7]1[CH:12]=[CH:11][C:10]([CH2:13][N:14]2[C:24](=[O:25])[C:23]3[N:26]4[C:16](=[CH:17][N:18]=[C:19]4[CH:20]=[CH:21][CH:22]=3)[C:15]2=[O:27])=[CH:9][CH:8]=1)(=[O:5])=[O:4].[ClH:30]. (6) Given the product [CH3:34][C:25]1[CH:30]=[CH:29][C:28]([C:31]([NH:13][C:11]2[S:12][C:8]3[CH:7]=[C:6]([C:4]([O:3][CH2:1][CH3:2])=[O:5])[CH:15]=[CH:14][C:9]=3[N:10]=2)=[O:32])=[CH:27][CH:26]=1, predict the reactants needed to synthesize it. The reactants are: [CH2:1]([O:3][C:4]([C:6]1[CH:15]=[CH:14][C:9]2[N:10]=[C:11]([NH2:13])[S:12][C:8]=2[CH:7]=1)=[O:5])[CH3:2].C(N(C(C)C)CC)(C)C.[C:25]1([CH3:34])[CH:30]=[CH:29][C:28]([C:31](Cl)=[O:32])=[CH:27][CH:26]=1.CN(C1C=CC=CN=1)C.Cl. (7) The reactants are: [NH2:1][C:2]1[N:7]([CH2:8][CH2:9][CH2:10][CH2:11][CH3:12])[C:6](=[O:13])[NH:5][C:4](=[O:14])[C:3]=1[N:15]=O. Given the product [NH2:15][C:3]1[C:4](=[O:14])[NH:5][C:6](=[O:13])[N:7]([CH2:8][CH2:9][CH2:10][CH2:11][CH3:12])[C:2]=1[NH2:1], predict the reactants needed to synthesize it.